From a dataset of Reaction yield outcomes from USPTO patents with 853,638 reactions. Predict the reaction yield, written as a fraction of the theoretical maximum amount of product (1.0 means a 100% yield; for example, 0.34 means a 34% yield). (1) The reactants are Br[C:2]1[CH:7]=[CH:6][C:5]([Br:8])=[CH:4][N:3]=1.C([Li])CCC.CN(C)[CH:16]=[O:17].[BH4-].[Na+]. The catalyst is O.CO.C1(C)C=CC=CC=1. The product is [Br:8][C:5]1[CH:6]=[CH:7][C:2]([CH2:16][OH:17])=[N:3][CH:4]=1. The yield is 0.592. (2) The reactants are [CH3:1][O:2][C:3]([C:5]1[S:6][C:7]([C:26]2[CH:31]=[CH:30][CH:29]=[CH:28][CH:27]=2)=[CH:8][C:9]=1[N:10]([C:17]([C@H:19]1[CH2:24][CH2:23][C@H:22]([CH3:25])[CH2:21][CH2:20]1)=[O:18])[CH:11]1[CH2:16][CH2:15][S:14][CH2:13][CH2:12]1)=[O:4].C(OO)(=O)C1C(=CC=CC=1)C(O)=[O:36].[Mg]. The catalyst is CCO.O. The product is [CH3:1][O:2][C:3]([C:5]1[S:6][C:7]([C:26]2[CH:27]=[CH:28][CH:29]=[CH:30][CH:31]=2)=[CH:8][C:9]=1[N:10]([C:17]([C@H:19]1[CH2:20][CH2:21][C@H:22]([CH3:25])[CH2:23][CH2:24]1)=[O:18])[CH:11]1[CH2:16][CH2:15][S:14](=[O:36])[CH2:13][CH2:12]1)=[O:4]. The yield is 0.510. (3) The reactants are [Cl:1][C:2]1[CH:19]=[C:18]([CH:20]=[CH2:21])[CH:17]=[CH:16][C:3]=1[CH2:4][N:5]1[C:13](=[O:14])[C:12]2[C:7](=[CH:8][CH:9]=[CH:10][CH:11]=2)[C:6]1=[O:15].Br[CH:23]([C:28]1[CH:33]=[C:32]([Cl:34])[CH:31]=[C:30]([Cl:35])[CH:29]=1)[C:24]([F:27])([F:26])[F:25].N1C=CC=CC=1C1C=CC=CN=1. The catalyst is ClC1C=CC=CC=1Cl.Cl[Cu]. The product is [Cl:1][C:2]1[CH:19]=[C:18](/[CH:20]=[CH:21]/[CH:23]([C:28]2[CH:29]=[C:30]([Cl:35])[CH:31]=[C:32]([Cl:34])[CH:33]=2)[C:24]([F:27])([F:26])[F:25])[CH:17]=[CH:16][C:3]=1[CH2:4][N:5]1[C:13](=[O:14])[C:12]2[C:7](=[CH:8][CH:9]=[CH:10][CH:11]=2)[C:6]1=[O:15]. The yield is 0.500. (4) The reactants are [C:1]([C:3]1[CH:8]=[CH:7][C:6]([Br:9])=[CH:5][C:4]=1[N+:10]([O-])=O)#[N:2].[H][H].C(OCC)(=[O:17])C. The catalyst is O.[Pt]=O. The product is [Br:9][C:6]1[CH:5]=[C:4]([NH2:10])[C:3](=[CH:8][CH:7]=1)[C:1]([NH2:2])=[O:17]. The yield is 0.650. (5) The reactants are [CH3:1][O:2][CH:3](OC)[CH2:4][C:5]([O:7][CH2:8][O:9][C:10](=[O:17])[CH2:11][CH:12](OC)[O:13][CH3:14])=[O:6].C1(C)C=CC(S(O)(=O)=O)=CC=1. The catalyst is C1(C)C=CC=CC=1. The product is [CH3:14][O:13][CH:12]=[CH:11][C:10]([O:9][CH2:8][O:7][C:5](=[O:6])[CH:4]=[CH:3][O:2][CH3:1])=[O:17]. The yield is 0.790.